Dataset: Full USPTO retrosynthesis dataset with 1.9M reactions from patents (1976-2016). Task: Predict the reactants needed to synthesize the given product. Given the product [CH3:9][C:3]1[CH:4]=[CH:5][CH:6]=[C:7]([CH3:8])[C:2]=1[B:20]([OH:23])[OH:21], predict the reactants needed to synthesize it. The reactants are: Br[C:2]1[C:7]([CH3:8])=[CH:6][CH:5]=[CH:4][C:3]=1[CH3:9].C([Li])(C)(C)C.CCCCC.[B:20](OC)([O:23]C)[O:21]C.